This data is from Catalyst prediction with 721,799 reactions and 888 catalyst types from USPTO. The task is: Predict which catalyst facilitates the given reaction. Reactant: [Br:1][C:2]1[CH:7]=[CH:6][C:5]([CH:8]([OH:10])[CH3:9])=[CH:4][C:3]=1[F:11].[Cr](O[Cr]([O-])(=O)=O)([O-])(=O)=O.[NH+]1C=CC=CC=1.[NH+]1C=CC=CC=1. Product: [Br:1][C:2]1[CH:7]=[CH:6][C:5]([C:8](=[O:10])[CH3:9])=[CH:4][C:3]=1[F:11]. The catalyst class is: 2.